This data is from Peptide-MHC class II binding affinity with 134,281 pairs from IEDB. The task is: Regression. Given a peptide amino acid sequence and an MHC pseudo amino acid sequence, predict their binding affinity value. This is MHC class II binding data. (1) The peptide sequence is GDGKISLSELTDALR. The MHC is DRB1_0401 with pseudo-sequence DRB1_0401. The binding affinity (normalized) is 0.410. (2) The peptide sequence is PLTHTIGTSVEESEM. The MHC is DRB1_0404 with pseudo-sequence DRB1_0404. The binding affinity (normalized) is 0.420. (3) The peptide sequence is AAESSSKAALTSKLD. The MHC is HLA-DQA10401-DQB10402 with pseudo-sequence HLA-DQA10401-DQB10402. The binding affinity (normalized) is 0.242. (4) The peptide sequence is IRQAGVQYSRADEEQ. The MHC is HLA-DQA10101-DQB10501 with pseudo-sequence HLA-DQA10101-DQB10501. The binding affinity (normalized) is 0.175. (5) The peptide sequence is GELQIVDKIHAAFKI. The MHC is DRB1_0401 with pseudo-sequence DRB1_0401. The binding affinity (normalized) is 0.587.